This data is from Forward reaction prediction with 1.9M reactions from USPTO patents (1976-2016). The task is: Predict the product of the given reaction. (1) Given the reactants [NH2:1]N.C[N:4](/[CH:6]=[C:7]1/[CH2:8][N:9]([C:13]([O:15][C:16]([CH3:19])([CH3:18])[CH3:17])=[O:14])[CH2:10][C:11]/1=O)C, predict the reaction product. The product is: [N:1]1[NH:4][CH:6]=[C:7]2[CH2:8][N:9]([C:13]([O:15][C:16]([CH3:19])([CH3:18])[CH3:17])=[O:14])[CH2:10][C:11]=12. (2) Given the reactants [OH:1][C:2]1[CH:7]=[CH:6][C:5]([CH2:8][CH2:9][C:10]([NH2:12])=[O:11])=[CH:4][CH:3]=1.C(=O)([O-])[O-].[K+].[K+].[F:19][C:20]1[CH:21]=[C:22]([CH:25]=[CH:26][C:27]=1[F:28])[CH2:23]Br, predict the reaction product. The product is: [F:19][C:20]1[CH:21]=[C:22]([CH:25]=[CH:26][C:27]=1[F:28])[CH2:23][O:1][C:2]1[CH:3]=[CH:4][C:5]([CH2:8][CH2:9][C:10]([NH2:12])=[O:11])=[CH:6][CH:7]=1.